This data is from Reaction yield outcomes from USPTO patents with 853,638 reactions. The task is: Predict the reaction yield, written as a fraction of the theoretical maximum amount of product (1.0 means a 100% yield; for example, 0.34 means a 34% yield). The reactants are [CH2:1]([C@H:8]1[CH2:12][O:11][C:10](=[O:13])[N:9]1[C:14](=[O:21])[CH2:15][C:16]1SC=[CH:19][CH:20]=1)[C:2]1[CH:7]=[CH:6][CH:5]=[CH:4][CH:3]=1.[S:22]1C=CC(CC(Cl)=O)=[CH:23]1.C([C@H]1COC(=O)N1)C1C=CC=CC=1. No catalyst specified. The product is [CH2:1]([C@H:8]1[CH2:12][O:11][C:10](=[O:13])[N:9]1[C:14](=[O:21])[CH2:15][C:16]1[CH:20]=[CH:19][S:22][CH:23]=1)[C:2]1[CH:3]=[CH:4][CH:5]=[CH:6][CH:7]=1. The yield is 0.680.